Dataset: Full USPTO retrosynthesis dataset with 1.9M reactions from patents (1976-2016). Task: Predict the reactants needed to synthesize the given product. (1) Given the product [F:28][C:19]1[CH:20]=[C:21]([C:24]([F:27])([F:26])[F:25])[CH:22]=[CH:23][C:18]=1[C@H:10]1[CH2:9][C@@H:8]([C:6]2[O:7][NH:32][C:4](=[O:3])[CH:5]=2)[CH2:13][CH2:12][N:11]1[C:14]([O:16][CH3:17])=[O:15], predict the reactants needed to synthesize it. The reactants are: C([O:3][C:4](=O)[CH2:5][C:6]([C@H:8]1[CH2:13][CH2:12][N:11]([C:14]([O:16][CH3:17])=[O:15])[C@@H:10]([C:18]2[CH:23]=[CH:22][C:21]([C:24]([F:27])([F:26])[F:25])=[CH:20][C:19]=2[F:28])[CH2:9]1)=[O:7])C.[OH-].[Na+].[NH2:32]O.Cl. (2) Given the product [ClH:1].[CH2:2]([O:4][C:5]1[C:14]([OH:15])=[C:13]2[C:8]([C:9]([CH2:16][C:17]3[CH:18]=[C:19]([O:30][CH3:31])[C:20]([O:21][CH2:22][C:23]#[N:25])=[C:26]([O:28][CH3:29])[CH:27]=3)=[CH:10][N:11]=[CH:12]2)=[CH:7][CH:6]=1)[CH3:3], predict the reactants needed to synthesize it. The reactants are: [ClH:1].[CH2:2]([O:4][C:5]1[C:14]([OH:15])=[C:13]2[C:8]([C:9]([CH2:16][C:17]3[CH:27]=[C:26]([O:28][CH3:29])[C:20]([O:21][CH2:22][C:23]([NH2:25])=O)=[C:19]([O:30][CH3:31])[CH:18]=3)=[CH:10][N:11]=[CH:12]2)=[CH:7][CH:6]=1)[CH3:3].N1C=CC=CC=1.FC(F)(F)C(OC(=O)C(F)(F)F)=O.Cl.CO. (3) Given the product [CH2:1]1[C:5]2([CH2:6][CH2:7][N:8]([C:11]([O:13][C:14]([CH3:17])([CH3:16])[CH3:15])=[O:12])[CH2:9][CH2:10]2)[CH2:4][C@@H:3]([C:18]([O:20][CH2:21][CH3:22])=[O:19])[N:2]1[C:31]([O:33][CH2:34][C:35]1[CH:40]=[CH:39][CH:38]=[CH:37][CH:36]=1)=[O:32], predict the reactants needed to synthesize it. The reactants are: [CH2:1]1[C:5]2([CH2:10][CH2:9][N:8]([C:11]([O:13][C:14]([CH3:17])([CH3:16])[CH3:15])=[O:12])[CH2:7][CH2:6]2)[CH2:4][C@@H:3]([C:18]([O:20][CH2:21][CH3:22])=[O:19])[NH:2]1.CCN(CC)CC.Cl[C:31]([O:33][CH2:34][C:35]1[CH:40]=[CH:39][CH:38]=[CH:37][CH:36]=1)=[O:32]. (4) Given the product [ClH:22].[CH2:1]([O:8][CH:9]([C:26]1[N:30]([CH3:31])[CH:29]=[N:28][CH:27]=1)[C:10]1[CH:15]=[C:14]([C:16]2[CH:21]=[CH:20][CH:19]=[CH:18][C:17]=2[Cl:22])[C:13]([C:23]#[N:25])=[CH:12][CH:11]=1)[C:2]1[CH:7]=[CH:6][CH:5]=[CH:4][CH:3]=1, predict the reactants needed to synthesize it. The reactants are: [CH2:1]([O:8][CH:9]([C:26]1[N:30]([CH3:31])[CH:29]=[N:28][CH:27]=1)[C:10]1[CH:15]=[C:14]([C:16]2[CH:21]=[CH:20][CH:19]=[CH:18][C:17]=2[Cl:22])[C:13]([C:23]([NH2:25])=O)=[CH:12][CH:11]=1)[C:2]1[CH:7]=[CH:6][CH:5]=[CH:4][CH:3]=1.C(N(CC)CC)C.FC(F)(F)C(OC(=O)C(F)(F)F)=O.[OH-].[NH4+].C1COCC1.